The task is: Regression. Given two drug SMILES strings and cell line genomic features, predict the synergy score measuring deviation from expected non-interaction effect.. This data is from NCI-60 drug combinations with 297,098 pairs across 59 cell lines. Drug 1: C1=NC2=C(N=C(N=C2N1C3C(C(C(O3)CO)O)F)Cl)N. Drug 2: COCCOC1=C(C=C2C(=C1)C(=NC=N2)NC3=CC=CC(=C3)C#C)OCCOC.Cl. Cell line: OVCAR3. Synergy scores: CSS=8.46, Synergy_ZIP=-4.60, Synergy_Bliss=-5.91, Synergy_Loewe=-7.16, Synergy_HSA=-4.20.